Dataset: Full USPTO retrosynthesis dataset with 1.9M reactions from patents (1976-2016). Task: Predict the reactants needed to synthesize the given product. Given the product [C:2]1(=[O:1])[O:8][C@H:7]([C@H:9]([CH2:11][OH:12])[OH:10])[C@H:5]([OH:6])[C@@H:3]1[OH:4], predict the reactants needed to synthesize it. The reactants are: [O:1]=[C:2]1[O:8][C@H:7]([C@H:9]([CH2:11][OH:12])[OH:10])[C:5]([OH:6])=[C:3]1[OH:4].[H][H].